Dataset: Catalyst prediction with 721,799 reactions and 888 catalyst types from USPTO. Task: Predict which catalyst facilitates the given reaction. (1) Reactant: [N+:1]([C:4]1C(C#N)=[N:6][CH:7]=[C:8]([C:10]2[CH:15]=[CH:14][CH:13]=[CH:12][CH:11]=2)[CH:9]=1)([O-])=O.[Sn](Cl)Cl.Cl.[C:22]([O:25]CC)(=[O:24])[CH3:23]. Product: [NH2:1][C:4]1[C:23]([C:22]([OH:25])=[O:24])=[N:6][CH:7]=[C:8]([C:10]2[CH:15]=[CH:14][CH:13]=[CH:12][CH:11]=2)[CH:9]=1. The catalyst class is: 338. (2) Reactant: C1C2C(COC([NH:18][C:19]([CH3:84])([C:21]([NH:23][C@H:24]([C:28]([N:30]([C@@H:32]([C@@H:80]([CH3:83])[CH2:81][CH3:82])[C@H:33]([O:78][CH3:79])[CH2:34][C:35]([N:37]3[CH2:41][CH2:40][CH2:39][C@H:38]3[C@@H:42]([C@@H:45]([CH3:77])[C:46](=[O:76])[NH:47][C@@H:48]([CH2:69][C:70]3[CH:75]=[CH:74][CH:73]=[CH:72][CH:71]=3)[C:49](=[O:68])[NH:50][CH2:51][CH2:52][NH:53][C:54](=[O:67])[CH2:55][CH2:56][CH2:57][CH2:58][CH2:59][C@H:60]3[C@@H:64]([CH3:65])[NH:63][C:62](=[O:66])[NH:61]3)[O:43][CH3:44])=[O:36])[CH3:31])=[O:29])[CH:25]([CH3:27])[CH3:26])=[O:22])[CH3:20])=O)C3C(=CC=CC=3)C=2C=CC=1.N1CCCCC1. Product: [CH3:20][C:19]([C:21]([NH:23][C@H:24]([C:28]([N:30]([C@@H:32]([C@@H:80]([CH3:83])[CH2:81][CH3:82])[C@H:33]([O:78][CH3:79])[CH2:34][C:35]([N:37]1[CH2:41][CH2:40][CH2:39][C@H:38]1[C@@H:42]([C@@H:45]([CH3:77])[C:46](=[O:76])[NH:47][C@@H:48]([CH2:69][C:70]1[CH:75]=[CH:74][CH:73]=[CH:72][CH:71]=1)[C:49](=[O:68])[NH:50][CH2:51][CH2:52][NH:53][C:54](=[O:67])[CH2:55][CH2:56][CH2:57][CH2:58][CH2:59][C@H:60]1[C@@H:64]([CH3:65])[NH:63][C:62](=[O:66])[NH:61]1)[O:43][CH3:44])=[O:36])[CH3:31])=[O:29])[CH:25]([CH3:26])[CH3:27])=[O:22])([CH3:84])[NH2:18]. The catalyst class is: 3. (3) The catalyst class is: 21. Reactant: [NH:1]1[C:10]2[C:5](=[CH:6][CH:7]=[CH:8][CH:9]=2)[CH2:4][CH2:3][CH2:2]1.[CH3:11][C:12]([CH3:17])=[CH:13][C:14](Cl)=[O:15].Cl. Product: [N:1]1([C:14](=[O:15])[CH:13]=[C:12]([CH3:17])[CH3:11])[C:10]2[C:5](=[CH:6][CH:7]=[CH:8][CH:9]=2)[CH2:4][CH2:3][CH2:2]1. (4) Product: [CH3:35][O:1][C:2]1[CH:3]=[C:4]([C:12]2[O:16][N:15]=[C:14]([C:17]3[CH:25]=[CH:24][C:23]4[NH:22][C:21]5[CH:26]([CH2:29][C:30]([O:32][CH2:33][CH3:34])=[O:31])[CH2:27][CH2:28][C:20]=5[C:19]=4[CH:18]=3)[N:13]=2)[CH:5]=[C:6]([C:8]([F:9])([F:10])[F:11])[CH:7]=1. Reactant: [OH:1][C:2]1[CH:3]=[C:4]([C:12]2[O:16][N:15]=[C:14]([C:17]3[CH:25]=[CH:24][C:23]4[NH:22][C:21]5[CH:26]([CH2:29][C:30]([O:32][CH2:33][CH3:34])=[O:31])[CH2:27][CH2:28][C:20]=5[C:19]=4[CH:18]=3)[N:13]=2)[CH:5]=[C:6]([C:8]([F:11])([F:10])[F:9])[CH:7]=1.[C:35]1(P(C2C=CC=CC=2)C2C=CC=CC=2)C=CC=CC=1.CO.CC(OC(/N=N/C(OC(C)C)=O)=O)C. The catalyst class is: 680. (5) Reactant: [N:1]1[CH:6]=[CH:5][C:4]([CH3:7])=[CH:3][CH:2]=1.[CH3:8][S:9]([O:12][CH2:13][CH2:14][S:15][S:16][CH2:17][CH2:18]OS(C)(=O)=O)(=[O:11])=[O:10].C(O[CH2:28][CH3:29])(=O)C. Product: [CH3:8][S:9]([O-:12])(=[O:11])=[O:10].[CH3:8][S:9]([O-:12])(=[O:11])=[O:10].[S:16]([CH2:17][CH2:18][N+:1]1[CH:6]=[CH:5][C:28]([CH3:29])=[CH:3][CH:2]=1)[S:15][CH2:14][CH2:13][N+:1]1[CH:6]=[CH:5][C:4]([CH3:7])=[CH:3][CH:2]=1. The catalyst class is: 60.